This data is from NCI-60 drug combinations with 297,098 pairs across 59 cell lines. The task is: Regression. Given two drug SMILES strings and cell line genomic features, predict the synergy score measuring deviation from expected non-interaction effect. (1) Drug 1: C1=CC(=CC=C1CCCC(=O)O)N(CCCl)CCCl. Drug 2: CC(C)NC(=O)C1=CC=C(C=C1)CNNC.Cl. Cell line: UO-31. Synergy scores: CSS=8.80, Synergy_ZIP=-5.03, Synergy_Bliss=-2.34, Synergy_Loewe=-4.55, Synergy_HSA=-1.91. (2) Drug 1: COC1=CC(=CC(=C1O)OC)C2C3C(COC3=O)C(C4=CC5=C(C=C24)OCO5)OC6C(C(C7C(O6)COC(O7)C8=CC=CS8)O)O. Drug 2: CNC(=O)C1=NC=CC(=C1)OC2=CC=C(C=C2)NC(=O)NC3=CC(=C(C=C3)Cl)C(F)(F)F. Cell line: NCI/ADR-RES. Synergy scores: CSS=19.5, Synergy_ZIP=0.159, Synergy_Bliss=0.349, Synergy_Loewe=-0.550, Synergy_HSA=-0.427. (3) Synergy scores: CSS=57.9, Synergy_ZIP=7.50, Synergy_Bliss=6.91, Synergy_Loewe=-33.3, Synergy_HSA=4.92. Drug 1: CCC1(CC2CC(C3=C(CCN(C2)C1)C4=CC=CC=C4N3)(C5=C(C=C6C(=C5)C78CCN9C7C(C=CC9)(C(C(C8N6C)(C(=O)OC)O)OC(=O)C)CC)OC)C(=O)OC)O.OS(=O)(=O)O. Cell line: U251. Drug 2: CN1C2=C(C=C(C=C2)N(CCCl)CCCl)N=C1CCCC(=O)O.Cl. (4) Drug 1: CC12CCC(CC1=CCC3C2CCC4(C3CC=C4C5=CN=CC=C5)C)O. Drug 2: C1CNP(=O)(OC1)N(CCCl)CCCl. Cell line: HS 578T. Synergy scores: CSS=-5.32, Synergy_ZIP=0.107, Synergy_Bliss=-2.39, Synergy_Loewe=-8.96, Synergy_HSA=-5.83. (5) Drug 1: CC1=C2C(C(=O)C3(C(CC4C(C3C(C(C2(C)C)(CC1OC(=O)C(C(C5=CC=CC=C5)NC(=O)C6=CC=CC=C6)O)O)OC(=O)C7=CC=CC=C7)(CO4)OC(=O)C)O)C)OC(=O)C. Cell line: BT-549. Drug 2: C1C(C(OC1N2C=NC(=NC2=O)N)CO)O. Synergy scores: CSS=34.0, Synergy_ZIP=2.60, Synergy_Bliss=4.31, Synergy_Loewe=4.41, Synergy_HSA=6.39. (6) Drug 1: CN1C(=O)N2C=NC(=C2N=N1)C(=O)N. Drug 2: CC(C)(C#N)C1=CC(=CC(=C1)CN2C=NC=N2)C(C)(C)C#N. Cell line: HT29. Synergy scores: CSS=-1.94, Synergy_ZIP=1.03, Synergy_Bliss=-0.309, Synergy_Loewe=-1.73, Synergy_HSA=-4.17.